Dataset: Reaction yield outcomes from USPTO patents with 853,638 reactions. Task: Predict the reaction yield, written as a fraction of the theoretical maximum amount of product (1.0 means a 100% yield; for example, 0.34 means a 34% yield). (1) The reactants are [F:1][C:2]1[CH:7]=[CH:6][CH:5]=[CH:4][C:3]=1[N:8]1[C:16]2[C:11](=[C:12]([N:17]3[CH2:24][C@H:23]4[C@H:19]([CH2:20][NH:21][CH2:22]4)[C:18]3=[O:25])[CH:13]=[CH:14][CH:15]=2)[CH:10]=[N:9]1.[Cl:26][CH:27]1[CH2:30][CH:29]([C:31](O)=[O:32])[CH2:28]1.C(N=C=NCCCN(C)C)C.ON=C(C#N)C(OCC)=O. The catalyst is N1C=CC=CC=1. The product is [Cl:26][CH:27]1[CH2:30][CH:29]([C:31]([N:21]2[CH2:22][C@H:23]3[CH2:24][N:17]([C:12]4[CH:13]=[CH:14][CH:15]=[C:16]5[C:11]=4[CH:10]=[N:9][N:8]5[C:3]4[CH:4]=[CH:5][CH:6]=[CH:7][C:2]=4[F:1])[C:18](=[O:25])[C@H:19]3[CH2:20]2)=[O:32])[CH2:28]1. The yield is 0.330. (2) The yield is 0.620. The catalyst is ClCCl. The product is [C:1]([O:5][N:6]=[C:7]1[C:16]2[C:11](=[CH:12][CH:13]=[C:14]([CH:17]=[O:18])[CH:15]=2)[O:10][C:9]([C:19]2[N:24]=[CH:23][N:22]3[CH:25]=[CH:26][CH:27]=[C:21]3[CH:20]=2)=[CH:8]1)([CH3:4])([CH3:2])[CH3:3]. The reactants are [C:1]([O:5][N:6]=[C:7]1[C:16]2[C:11](=[CH:12][CH:13]=[C:14]([CH2:17][OH:18])[CH:15]=2)[O:10][C:9]([C:19]2[N:24]=[CH:23][N:22]3[CH:25]=[CH:26][CH:27]=[C:21]3[CH:20]=2)=[CH:8]1)([CH3:4])([CH3:3])[CH3:2].CC(OI1(OC(C)=O)(OC(C)=O)OC(=O)C2C=CC=CC1=2)=O. (3) The reactants are C([Sn](CCCC)(CCCC)[CH2:6][O:7][CH2:8][CH:9]([CH3:11])[CH3:10])CCC.C([Li])CCC.[B:25](OC(C)C)([O:30]C(C)C)[O:26]C(C)C.[OH-].[Na+]. The catalyst is O1CCCC1. The product is [CH3:10][CH:9]([CH3:11])[CH2:8][O:7][CH2:6][B:25]([OH:30])[OH:26]. The yield is 0.290.